Dataset: NCI-60 drug combinations with 297,098 pairs across 59 cell lines. Task: Regression. Given two drug SMILES strings and cell line genomic features, predict the synergy score measuring deviation from expected non-interaction effect. (1) Drug 1: CNC(=O)C1=NC=CC(=C1)OC2=CC=C(C=C2)NC(=O)NC3=CC(=C(C=C3)Cl)C(F)(F)F. Drug 2: CN1C=C(C=N1)C2=C3N=C(C(=C(N3N=C2)N)Br)C4CCCNC4. Cell line: SW-620. Synergy scores: CSS=59.8, Synergy_ZIP=8.69, Synergy_Bliss=9.24, Synergy_Loewe=1.87, Synergy_HSA=8.05. (2) Cell line: BT-549. Drug 1: CC1C(C(CC(O1)OC2CC(OC(C2O)C)OC3=CC4=CC5=C(C(=O)C(C(C5)C(C(=O)C(C(C)O)O)OC)OC6CC(C(C(O6)C)O)OC7CC(C(C(O7)C)O)OC8CC(C(C(O8)C)O)(C)O)C(=C4C(=C3C)O)O)O)O. Synergy scores: CSS=57.4, Synergy_ZIP=-0.123, Synergy_Bliss=-4.52, Synergy_Loewe=-26.3, Synergy_HSA=-7.09. Drug 2: CC1=C(C=C(C=C1)C(=O)NC2=CC(=CC(=C2)C(F)(F)F)N3C=C(N=C3)C)NC4=NC=CC(=N4)C5=CN=CC=C5. (3) Drug 1: CCC1(CC2CC(C3=C(CCN(C2)C1)C4=CC=CC=C4N3)(C5=C(C=C6C(=C5)C78CCN9C7C(C=CC9)(C(C(C8N6C)(C(=O)OC)O)OC(=O)C)CC)OC)C(=O)OC)O.OS(=O)(=O)O. Drug 2: CC(C)NC(=O)C1=CC=C(C=C1)CNNC.Cl. Cell line: OVCAR3. Synergy scores: CSS=19.9, Synergy_ZIP=4.43, Synergy_Bliss=0.190, Synergy_Loewe=-57.8, Synergy_HSA=-2.80. (4) Drug 1: CC(CN1CC(=O)NC(=O)C1)N2CC(=O)NC(=O)C2. Drug 2: CN(CC1=CN=C2C(=N1)C(=NC(=N2)N)N)C3=CC=C(C=C3)C(=O)NC(CCC(=O)O)C(=O)O. Cell line: UACC-257. Synergy scores: CSS=7.26, Synergy_ZIP=-2.01, Synergy_Bliss=0.761, Synergy_Loewe=-3.19, Synergy_HSA=0.502. (5) Drug 1: CC1=C2C(C(=O)C3(C(CC4C(C3C(C(C2(C)C)(CC1OC(=O)C(C(C5=CC=CC=C5)NC(=O)OC(C)(C)C)O)O)OC(=O)C6=CC=CC=C6)(CO4)OC(=O)C)OC)C)OC. Drug 2: C1C(C(OC1N2C=NC(=NC2=O)N)CO)O. Cell line: NCIH23. Synergy scores: CSS=23.1, Synergy_ZIP=-4.99, Synergy_Bliss=-5.94, Synergy_Loewe=-22.7, Synergy_HSA=-5.57.